From a dataset of Forward reaction prediction with 1.9M reactions from USPTO patents (1976-2016). Predict the product of the given reaction. (1) Given the reactants [CH3:1][O:2][C:3]([C:5]1[C:10]([NH2:11])=[N:9][C:8]([NH:12][CH2:13][CH:14]([F:16])[F:15])=[C:7]([C:17]#[C:18][Si](C)(C)C)[N:6]=1)=[O:4], predict the reaction product. The product is: [CH3:1][O:2][C:3]([C:5]1[N:6]=[C:7]2[CH2:17][CH2:18][N:12]([CH2:13][CH:14]([F:16])[F:15])[C:8]2=[N:9][C:10]=1[NH2:11])=[O:4]. (2) Given the reactants Cl[C:2]1[N:7]=[C:6]([NH:8][CH2:9][CH2:10][NH:11][C:12]2[N:17]=[C:16]([NH2:18])[C:15]([N+:19]([O-:21])=[O:20])=[CH:14][CH:13]=2)[N:5]2[CH:22]=[C:23]([CH3:25])[N:24]=[C:4]2[CH:3]=1.[CH3:26][O:27][C:28]1[CH:29]=[C:30](B(O)O)[CH:31]=[CH:32][C:33]=1[O:34][CH3:35], predict the reaction product. The product is: [CH3:26][O:27][C:28]1[CH:29]=[C:30]([C:2]2[N:7]=[C:6]([NH:8][CH2:9][CH2:10][NH:11][C:12]3[N:17]=[C:16]([NH2:18])[C:15]([N+:19]([O-:21])=[O:20])=[CH:14][CH:13]=3)[N:5]3[CH:22]=[C:23]([CH3:25])[N:24]=[C:4]3[CH:3]=2)[CH:31]=[CH:32][C:33]=1[O:34][CH3:35]. (3) The product is: [F:56][C:53]1[CH:52]=[CH:51][C:50]([C:49]([O:48][CH2:47][O:6][C:5](=[O:7])[C:4]2[CH:8]=[CH:9][CH:10]=[C:11]([CH2:12][CH:13]([NH:27][C:28](=[O:45])[CH2:29][CH2:30][C:31]3([CH3:44])[O:39][CH:38]4[C:33]([CH3:43])([CH:34]5[CH2:40][CH:36]([CH2:37]4)[C:35]5([CH3:42])[CH3:41])[O:32]3)[B:14]3[O:22][CH:21]4[C:16]([CH3:26])([CH:17]5[CH2:23][CH:19]([CH2:20]4)[C:18]5([CH3:25])[CH3:24])[O:15]3)[C:3]=2[O:2][CH3:1])=[O:57])=[CH:55][CH:54]=1. Given the reactants [CH3:1][O:2][C:3]1[C:11]([CH2:12][CH:13]([NH:27][C:28](=[O:45])[CH2:29][CH2:30][C:31]2([CH3:44])[O:39][CH:38]3[C:33]([CH3:43])([CH:34]4[CH2:40][CH:36]([CH2:37]3)[C:35]4([CH3:42])[CH3:41])[O:32]2)[B:14]2[O:22][CH:21]3[C:16]([CH3:26])([CH:17]4[CH2:23][CH:19]([CH2:20]3)[C:18]4([CH3:25])[CH3:24])[O:15]2)=[CH:10][CH:9]=[CH:8][C:4]=1[C:5]([OH:7])=[O:6].Cl[CH2:47][O:48][C:49](=[O:57])[C:50]1[CH:55]=[CH:54][C:53]([F:56])=[CH:52][CH:51]=1, predict the reaction product. (4) Given the reactants Cl[C:2]1[C:7]2[O:8][CH2:9][C:10](=[O:12])[NH:11][C:6]=2[N:5]=[CH:4][CH:3]=1.Cl.[Cl:14][C:15]1[CH:28]=[CH:27][C:18]([CH2:19][C:20]2([NH2:26])[CH2:25][CH2:24][NH:23][CH2:22][CH2:21]2)=[CH:17][CH:16]=1.C(N(CC)CC)C, predict the reaction product. The product is: [NH2:26][C:20]1([CH2:19][C:18]2[CH:27]=[CH:28][C:15]([Cl:14])=[CH:16][CH:17]=2)[CH2:21][CH2:22][N:23]([C:2]2[C:7]3[O:8][CH2:9][C:10](=[O:12])[NH:11][C:6]=3[N:5]=[CH:4][CH:3]=2)[CH2:24][CH2:25]1. (5) Given the reactants [F:1][C:2]1[CH:7]=[CH:6][C:5]([C:8]2[C:12]([CH2:13][O:14][C:15]3[CH:16]=[C:17]([C:21]([OH:23])=O)[N:18]([CH3:20])[N:19]=3)=[C:11]([CH3:24])[O:10][N:9]=2)=[CH:4][CH:3]=1.[NH2:25][CH:26]([CH2:29][CH3:30])[CH2:27][OH:28], predict the reaction product. The product is: [OH:28][CH2:27][CH:26]([NH:25][C:21]([C:17]1[N:18]([CH3:20])[N:19]=[C:15]([O:14][CH2:13][C:12]2[C:8]([C:5]3[CH:4]=[CH:3][C:2]([F:1])=[CH:7][CH:6]=3)=[N:9][O:10][C:11]=2[CH3:24])[CH:16]=1)=[O:23])[CH2:29][CH3:30]. (6) Given the reactants [CH2:1]([N:5]([CH2:36][CH2:37][CH2:38][CH3:39])[C:6]([C:8]1[N:13]=[C:12]([C:14]2[CH:23]=[CH:22][C:17]([C:18]([O:20]C)=[O:19])=[CH:16][C:15]=2[C:24]([N:26]2[CH2:35][CH2:34][C:33]3[C:28](=[CH:29][CH:30]=[CH:31][CH:32]=3)[CH2:27]2)=[O:25])[CH:11]=[CH:10][CH:9]=1)=[O:7])[CH2:2][CH2:3][CH3:4].[OH-].[Na+].Cl, predict the reaction product. The product is: [CH2:1]([N:5]([CH2:36][CH2:37][CH2:38][CH3:39])[C:6]([C:8]1[N:13]=[C:12]([C:14]2[CH:23]=[CH:22][C:17]([C:18]([OH:20])=[O:19])=[CH:16][C:15]=2[C:24]([N:26]2[CH2:35][CH2:34][C:33]3[C:28](=[CH:29][CH:30]=[CH:31][CH:32]=3)[CH2:27]2)=[O:25])[CH:11]=[CH:10][CH:9]=1)=[O:7])[CH2:2][CH2:3][CH3:4]. (7) The product is: [C:12]([O:16][C:17]([N:19]1[CH2:20][CH2:21][CH:22]([N:25]2[C:29]3=[N:30][CH:31]=[N:32][C:33]([O:11][C:4]4[CH:3]=[C:2]([F:1])[C:9]([F:10])=[CH:8][C:5]=4[C:6]#[N:7])=[C:28]3[CH:27]=[N:26]2)[CH2:23][CH2:24]1)=[O:18])([CH3:15])([CH3:13])[CH3:14]. Given the reactants [F:1][C:2]1[C:9]([F:10])=[CH:8][C:5]([C:6]#[N:7])=[C:4]([OH:11])[CH:3]=1.[C:12]([O:16][C:17]([N:19]1[CH2:24][CH2:23][CH:22]([N:25]2[C:29]3=[N:30][CH:31]=[N:32][C:33](Cl)=[C:28]3[CH:27]=[N:26]2)[CH2:21][CH2:20]1)=[O:18])([CH3:15])([CH3:14])[CH3:13].C(=O)([O-])[O-].[K+].[K+].C(=O)([O-])[O-].[Na+].[Na+], predict the reaction product. (8) Given the reactants [CH3:1][O:2][C:3]1[CH:8]=[CH:7][C:6]([CH:9]([C:32]2[CH:37]=[CH:36][C:35]([O:38][CH3:39])=[CH:34][CH:33]=2)[N:10]2[C:14]3[CH:15]=[CH:16][CH:17]=[C:18]([O:19][C:20]4[CH:29]=[C:28]([F:30])[CH:27]=[CH:26][C:21]=4[C:22]([O:24][CH3:25])=[O:23])[C:13]=3[NH:12][C:11]2=[O:31])=[CH:5][CH:4]=1.[H-].[Na+].I[CH3:43], predict the reaction product. The product is: [CH3:1][O:2][C:3]1[CH:8]=[CH:7][C:6]([CH:9]([C:32]2[CH:33]=[CH:34][C:35]([O:38][CH3:39])=[CH:36][CH:37]=2)[N:10]2[C:14]3[CH:15]=[CH:16][CH:17]=[C:18]([O:19][C:20]4[CH:29]=[C:28]([F:30])[CH:27]=[CH:26][C:21]=4[C:22]([O:24][CH3:25])=[O:23])[C:13]=3[N:12]([CH3:43])[C:11]2=[O:31])=[CH:5][CH:4]=1. (9) Given the reactants [Br:1][C:2]1[C:3]([O:16][CH3:17])=[N:4][CH:5]=[C:6]([N+:13]([O-])=O)[C:7]=1/[CH:8]=[CH:9]/N(C)C.Cl.[OH-].[Na+], predict the reaction product. The product is: [Br:1][C:2]1[C:3]([O:16][CH3:17])=[N:4][CH:5]=[C:6]2[NH:13][CH:9]=[CH:8][C:7]=12.